From a dataset of Reaction yield outcomes from USPTO patents with 853,638 reactions. Predict the reaction yield, written as a fraction of the theoretical maximum amount of product (1.0 means a 100% yield; for example, 0.34 means a 34% yield). (1) The reactants are [NH2:1][C:2]1[N:10]=[C:9]2[C:5]([N:6]=[CH:7][N:8]2[C@@H:11]2[O:23][C@H:22]([CH2:24][O:25][C:26](=[O:28])[CH3:27])[C@@H:17]([O:18][C:19](=[O:21])[CH3:20])[C@H:12]2[O:13][C:14](=[O:16])[CH3:15])=[C:4](Cl)[N:3]=1.Cl.[CH3:31][NH:32][CH3:33].C(N(C(C)C)CC)(C)C.O. The catalyst is N1C=CC=CC=1. The product is [NH2:1][C:2]1[N:10]=[C:9]2[C:5]([N:6]=[CH:7][N:8]2[C@@H:11]2[O:23][C@H:22]([CH2:24][O:25][C:26](=[O:28])[CH3:27])[C@@H:17]([O:18][C:19](=[O:21])[CH3:20])[C@H:12]2[O:13][C:14](=[O:16])[CH3:15])=[C:4]([N:32]([CH3:33])[CH3:31])[N:3]=1. The yield is 0.670. (2) The reactants are [H-].[Na+].CCCCCC.[CH2:9]1[C:21]2[NH:20][C:19]3[C:14](=[CH:15][CH:16]=[CH:17][CH:18]=3)[C:13]=2[C:12](=[O:22])[CH2:11][CH2:10]1.[Cl:23][C:24]1[CH:25]=[C:26]([CH:29]=[CH:30][C:31]=1F)[C:27]#[N:28]. The catalyst is CN(C)C=O.O. The product is [Cl:23][C:24]1[CH:25]=[C:26]([CH:29]=[CH:30][C:31]=1[N:20]1[C:21]2[CH2:9][CH2:10][CH2:11][C:12](=[O:22])[C:13]=2[C:14]2[C:19]1=[CH:18][CH:17]=[CH:16][CH:15]=2)[C:27]#[N:28]. The yield is 0.590.